This data is from Catalyst prediction with 721,799 reactions and 888 catalyst types from USPTO. The task is: Predict which catalyst facilitates the given reaction. (1) The catalyst class is: 305. Product: [C:1]([O:5][C:6]([NH:8][CH2:16][C:15]1[C:14]([Br:17])=[CH:13][CH:12]=[CH:11][C:10]=1[C:9]([OH:18])=[O:19])=[O:7])([CH3:4])([CH3:3])[CH3:2]. Reactant: [C:1]([O:5][C:6]([N:8]1[CH2:16][C:15]2[C:10](=[CH:11][CH:12]=[CH:13][C:14]=2[Br:17])[C:9]1=[O:18])=[O:7])([CH3:4])([CH3:3])[CH3:2].[OH-:19].[Li+]. (2) Reactant: [Br:1][C:2]1[N:7]2[N:8]=[C:9]([CH3:11])[N:10]=[C:6]2[C:5]([N:12]2[CH2:17][CH2:16][NH:15][CH2:14][CH2:13]2)=[N:4][CH:3]=1.[CH2:18](Cl)Cl.C=O.C([O-])(O)=O.[Na+]. Product: [Br:1][C:2]1[N:7]2[N:8]=[C:9]([CH3:11])[N:10]=[C:6]2[C:5]([N:12]2[CH2:17][CH2:16][N:15]([CH3:18])[CH2:14][CH2:13]2)=[N:4][CH:3]=1. The catalyst class is: 5.